Dataset: Peptide-MHC class I binding affinity with 185,985 pairs from IEDB/IMGT. Task: Regression. Given a peptide amino acid sequence and an MHC pseudo amino acid sequence, predict their binding affinity value. This is MHC class I binding data. The peptide sequence is ELVKHGLRAL. The MHC is HLA-A02:06 with pseudo-sequence HLA-A02:06. The binding affinity (normalized) is 0.0128.